This data is from Catalyst prediction with 721,799 reactions and 888 catalyst types from USPTO. The task is: Predict which catalyst facilitates the given reaction. (1) Reactant: [CH3:1][O:2][C:3]1[N:4]=[C:5]2[C:10](=[CH:11][CH:12]=1)[N:9]=[CH:8][CH:7]=[C:6]2[N:13]1[CH2:17][CH2:16][CH:15]([NH:18][CH2:19][CH2:20][NH2:21])[CH2:14]1.[F:22][C:23]([F:30])([F:29])[C:24](OCC)=[O:25]. Product: [F:22][C:23]([F:30])([F:29])[C:24]([NH:21][CH2:20][CH2:19][NH:18][CH:15]1[CH2:16][CH2:17][N:13]([C:6]2[C:5]3[C:10](=[CH:11][CH:12]=[C:3]([O:2][CH3:1])[N:4]=3)[N:9]=[CH:8][CH:7]=2)[CH2:14]1)=[O:25]. The catalyst class is: 1. (2) Reactant: [Cl:1][C:2]1[CH:3]=[CH:4][C:5]([S:8][C:9]2[O:13][C:12]([C:14]3[CH:19]=[CH:18][C:17]([F:20])=[CH:16][CH:15]=3)=[N:11][C:10]=2[CH:21]=O)=[N:6][CH:7]=1.[NH2:23][C:24]1[CH:33]=[CH:32][C:27]([C:28]([O:30][CH3:31])=[O:29])=[CH:26][CH:25]=1.C(O)(=O)C.[BH-](OC(C)=O)(OC(C)=O)OC(C)=O.[Na+]. Product: [Cl:1][C:2]1[CH:3]=[CH:4][C:5]([S:8][C:9]2[O:13][C:12]([C:14]3[CH:15]=[CH:16][C:17]([F:20])=[CH:18][CH:19]=3)=[N:11][C:10]=2[CH2:21][NH:23][C:24]2[CH:25]=[CH:26][C:27]([C:28]([O:30][CH3:31])=[O:29])=[CH:32][CH:33]=2)=[N:6][CH:7]=1. The catalyst class is: 325.